From a dataset of CYP2C9 inhibition data for predicting drug metabolism from PubChem BioAssay. Regression/Classification. Given a drug SMILES string, predict its absorption, distribution, metabolism, or excretion properties. Task type varies by dataset: regression for continuous measurements (e.g., permeability, clearance, half-life) or binary classification for categorical outcomes (e.g., BBB penetration, CYP inhibition). Dataset: cyp2c9_veith. (1) The compound is CN(c1ccccc1)c1ccc(/C=c2\s/c(=C(/C#N)C(=O)C(C)(C)C)n(Cc3ccco3)c2=O)cc1. The result is 1 (inhibitor). (2) The compound is O=C(O)C1CCCCC1C(=O)Nc1ccccc1Cl. The result is 0 (non-inhibitor).